Dataset: Reaction yield outcomes from USPTO patents with 853,638 reactions. Task: Predict the reaction yield, written as a fraction of the theoretical maximum amount of product (1.0 means a 100% yield; for example, 0.34 means a 34% yield). The reactants are C([O:4][CH2:5][CH2:6][C@H:7]1[C:20](=[O:21])[N:19]([CH2:22][C:23]([CH3:26])([CH3:25])[CH3:24])[CH2:18][C:10]2[C:11]3[CH:12]=[N:13][NH:14][C:15]=3[CH:16]=[CH:17][C:9]=2[CH2:8]1)(=O)C.C(=O)([O-])[O-].[K+].[K+]. The catalyst is CO. The product is [OH:4][CH2:5][CH2:6][C@H:7]1[C:20](=[O:21])[N:19]([CH2:22][C:23]([CH3:26])([CH3:25])[CH3:24])[CH2:18][C:10]2[C:11]3[CH:12]=[N:13][NH:14][C:15]=3[CH:16]=[CH:17][C:9]=2[CH2:8]1. The yield is 0.940.